Dataset: Full USPTO retrosynthesis dataset with 1.9M reactions from patents (1976-2016). Task: Predict the reactants needed to synthesize the given product. Given the product [ClH:22].[NH:8]1[C:16]2[C:11](=[CH:12][CH:13]=[CH:14][CH:15]=2)[C:10]([C:17]([CH3:21])([CH3:20])[CH2:18][NH2:19])=[CH:9]1, predict the reactants needed to synthesize it. The reactants are: C(OC([N:8]1[C:16]2[C:11](=[CH:12][CH:13]=[CH:14][CH:15]=2)[C:10]([C:17]([CH3:21])([CH3:20])[CH2:18][NH2:19])=[CH:9]1)=O)(C)(C)C.[ClH:22].O1CCOCC1.